This data is from Reaction yield outcomes from USPTO patents with 853,638 reactions. The task is: Predict the reaction yield, written as a fraction of the theoretical maximum amount of product (1.0 means a 100% yield; for example, 0.34 means a 34% yield). (1) The reactants are [S:1]1[C:6]2[CH:7]=[CH:8][CH:9]=[CH:10][C:5]=2[N:4]([CH2:11][CH2:12][O:13][C:14]2[CH:19]=[CH:18][C:17]([CH2:20][CH:21]([O:25][CH2:26][CH3:27])[C:22]([OH:24])=O)=[CH:16][CH:15]=2)[CH2:3][CH2:2]1.[CH2:28]([NH2:35])[C:29]1[CH:34]=[CH:33][CH:32]=[CH:31][CH:30]=1. No catalyst specified. The product is [CH2:28]([NH:35][C:22](=[O:24])[CH:21]([O:25][CH2:26][CH3:27])[CH2:20][C:17]1[CH:16]=[CH:15][C:14]([O:13][CH2:12][CH2:11][N:4]2[C:5]3[CH:10]=[CH:9][CH:8]=[CH:7][C:6]=3[S:1][CH2:2][CH2:3]2)=[CH:19][CH:18]=1)[C:29]1[CH:34]=[CH:33][CH:32]=[CH:31][CH:30]=1. The yield is 0.740. (2) The reactants are [Cl:1][C:2]1[CH:7]=[CH:6][C:5]([CH:8]([N:10]2[C:18]3[C:13](=[CH:14][CH:15]=[CH:16][CH:17]=3)[C:12]([C:19]([OH:21])=O)=[C:11]2[CH3:22])[CH3:9])=[CH:4][CH:3]=1.C1C=CC2N(O)N=NC=2C=1.CCN=C=NCCCN(C)C.CCN(CC)CC.[NH2:51][CH2:52][C:53]1[C:54]([OH:61])=[N:55][C:56]([CH3:60])=[CH:57][C:58]=1[CH3:59]. The catalyst is C(Cl)Cl.O. The product is [Cl:1][C:2]1[CH:7]=[CH:6][C:5]([CH:8]([N:10]2[C:18]3[C:13](=[CH:14][CH:15]=[CH:16][CH:17]=3)[C:12]([C:19]([NH:51][CH2:52][C:53]3[C:54]([OH:61])=[N:55][C:56]([CH3:60])=[CH:57][C:58]=3[CH3:59])=[O:21])=[C:11]2[CH3:22])[CH3:9])=[CH:4][CH:3]=1. The yield is 0.419. (3) The reactants are [CH3:1][CH:2]([C:7]([O:9][CH3:10])=[O:8])[C:3]([O:5][CH3:6])=[O:4].[H-].[Na+].I[CH2:14][C@@H:15]1[CH2:19][N:18]([C@H:20]([C:22]2[CH:27]=[CH:26][CH:25]=[CH:24][CH:23]=2)[CH3:21])[C:17](=[O:28])[CH2:16]1.O. The catalyst is CS(C)=O. The product is [CH3:6][O:5][C:3](=[O:4])[C:2]([CH3:1])([CH2:14][C@H:15]1[CH2:16][C:17](=[O:28])[N:18]([C@H:20]([C:22]2[CH:27]=[CH:26][CH:25]=[CH:24][CH:23]=2)[CH3:21])[CH2:19]1)[C:7]([O:9][CH3:10])=[O:8]. The yield is 0.810. (4) The reactants are S(Cl)([Cl:3])=O.[Br:5][C:6]1[CH:7]=[C:8]([CH2:12]O)[CH:9]=[N:10][CH:11]=1. The catalyst is CCOCC. The product is [Br:5][C:6]1[CH:11]=[N:10][CH:9]=[C:8]([CH2:12][Cl:3])[CH:7]=1. The yield is 0.840. (5) The reactants are [CH2:1]([O:4][CH2:5][C:6]([C:9]1[CH:14]=[C:13]([Br:15])[CH:12]=[CH:11][C:10]=1[F:16])=[N:7][OH:8])[CH:2]=[CH2:3]. The catalyst is C1(C)C(C)=CC=CC=1. The product is [Br:15][C:13]1[CH:12]=[CH:11][C:10]([F:16])=[C:9]([C:6]23[CH2:5][O:4][CH2:1][CH:2]2[CH2:3][O:8][NH:7]3)[CH:14]=1. The yield is 0.720. (6) The reactants are [CH2:1]([C@H:8]1[CH2:12][O:11][C:10](=[O:13])[NH:9]1)[C:2]1[CH:7]=[CH:6][CH:5]=[CH:4][CH:3]=1.[Li]CCCC.[F:19][C:20]1[CH:25]=[CH:24][C:23]([CH2:26][C:27](Cl)=[O:28])=[CH:22][CH:21]=1. The catalyst is C1COCC1. The product is [CH2:1]([C@H:8]1[CH2:12][O:11][C:10](=[O:13])[N:9]1[C:27](=[O:28])[CH2:26][C:23]1[CH:24]=[CH:25][C:20]([F:19])=[CH:21][CH:22]=1)[C:2]1[CH:3]=[CH:4][CH:5]=[CH:6][CH:7]=1. The yield is 0.810.